This data is from Full USPTO retrosynthesis dataset with 1.9M reactions from patents (1976-2016). The task is: Predict the reactants needed to synthesize the given product. (1) The reactants are: [CH3:1][O:2][C:3]([C:5]1[C:6]([OH:23])=[C:7]2[C:12](=[CH:13][N:14]=1)[N:11]([C:15]1[CH:20]=[CH:19][CH:18]=[CH:17][CH:16]=1)[C:10](=[O:21])[C:9](Br)=[CH:8]2)=[O:4].[C:24]1([Sn](CCCC)(CCCC)CCCC)[CH:29]=[CH:28][CH:27]=[CH:26][CH:25]=1.CCOC(C)=O. Given the product [CH3:1][O:2][C:3]([C:5]1[C:6]([OH:23])=[C:7]2[C:12](=[CH:13][N:14]=1)[N:11]([C:15]1[CH:20]=[CH:19][CH:18]=[CH:17][CH:16]=1)[C:10](=[O:21])[C:9]([C:24]1[CH:29]=[CH:28][CH:27]=[CH:26][CH:25]=1)=[CH:8]2)=[O:4], predict the reactants needed to synthesize it. (2) Given the product [Cl:1][C:2]1[CH:3]=[C:4]([N:10]2[C:14]([CH3:15])=[C:13]([O:16][C:17]3[CH:25]=[CH:24][C:20]([C:21]([NH:27][CH2:28][C:29]4([OH:32])[CH2:31][CH2:30]4)=[O:23])=[CH:19][CH:18]=3)[C:12]([CH3:26])=[N:11]2)[CH:5]=[CH:6][C:7]=1[C:8]#[N:9], predict the reactants needed to synthesize it. The reactants are: [Cl:1][C:2]1[CH:3]=[C:4]([N:10]2[C:14]([CH3:15])=[C:13]([O:16][C:17]3[CH:25]=[CH:24][C:20]([C:21]([OH:23])=O)=[CH:19][CH:18]=3)[C:12]([CH3:26])=[N:11]2)[CH:5]=[CH:6][C:7]=1[C:8]#[N:9].[NH2:27][CH2:28][C:29]1([OH:32])[CH2:31][CH2:30]1. (3) Given the product [CH:32]1([N:24]([CH2:23][C:22]2[C:15]3[C:16](=[N:17][CH:18]=[CH:19][C:14]=3[CH2:7][CH3:8])[N:20]([CH2:35][CH2:36][CH2:37][O:38][CH3:39])[CH:21]=2)[C:25](=[O:31])[O:26][C:27]([CH3:28])([CH3:30])[CH3:29])[CH2:33][CH2:34]1, predict the reactants needed to synthesize it. The reactants are: C(=O)([O-])[O-].[K+].[K+].[CH2:7](OB(O)O)[CH3:8].Br[C:14]1[CH:19]=[CH:18][N:17]=[C:16]2[N:20]([CH2:35][CH2:36][CH2:37][O:38][CH3:39])[CH:21]=[C:22]([CH2:23][N:24]([CH:32]3[CH2:34][CH2:33]3)[C:25](=[O:31])[O:26][C:27]([CH3:30])([CH3:29])[CH3:28])[C:15]=12.O. (4) The reactants are: [CH3:1][O:2][C:3]1[CH:32]=[CH:31][C:6]([CH2:7][N:8]2[C:16]3[C:11](=[CH:12][CH:13]=[CH:14][CH:15]=3)[C:10]([C:17]3[N:22]=[C:21]([NH:23][C:24]4[CH:29]=[CH:28][N:27]=[CH:26][CH:25]=4)[C:20]([OH:30])=[CH:19][N:18]=3)=[N:9]2)=[CH:5][CH:4]=1.FC(F)(F)S(O[CH2:39][C:40]([F:43])([F:42])[F:41])(=O)=O.C(=O)([O-])[O-].[K+].[K+].C(#N)C. Given the product [CH3:1][O:2][C:3]1[CH:4]=[CH:5][C:6]([CH2:7][N:8]2[C:16]3[C:11](=[CH:12][CH:13]=[CH:14][CH:15]=3)[C:10]([C:17]3[N:22]=[C:21]([NH:23][C:24]4[CH:29]=[CH:28][N:27]=[CH:26][CH:25]=4)[C:20]([O:30][CH2:39][C:40]([F:43])([F:42])[F:41])=[CH:19][N:18]=3)=[N:9]2)=[CH:31][CH:32]=1, predict the reactants needed to synthesize it.